Dataset: Reaction yield outcomes from USPTO patents with 853,638 reactions. Task: Predict the reaction yield, written as a fraction of the theoretical maximum amount of product (1.0 means a 100% yield; for example, 0.34 means a 34% yield). (1) The reactants are C(OC/C=[C:7](\[CH2:9][CH2:10]/[CH:11]=[C:12](\[CH2:14][CH2:15][CH:16]=[C:17]([CH3:19])C)/C)/C)(=O)C. The catalyst is [N+](C)([O-])=O. The product is [CH2:7]1[C@@H:9]2[C@@H:15]([CH2:14][CH2:12][CH2:11][CH2:10]2)[CH2:16][CH2:17][CH2:19]1. The yield is 0.200. (2) The reactants are [CH2:1](Cl)[CH2:2]Cl.[CH:5]1[CH:6]=[CH:7]C2N(O)N=N[C:9]=2[CH:10]=1.[CH2:15](N(CC)CC)[CH3:16].C[OH:23].CN([CH:27]=[O:28])C. No catalyst specified. The product is [CH:2]12[CH2:1][CH:5]([CH:10]=[CH:9]1)[CH2:6][CH:7]2[C:27]([OH:28])=[O:23].[CH2:15]=[CH2:16]. The yield is 0.730. (3) The reactants are [OH:1][CH2:2][CH2:3][C:4]1([NH:7][C:8](=[O:14])[O:9][C:10]([CH3:13])([CH3:12])[CH3:11])[CH2:6][CH2:5]1.C(Cl)Cl.[OH2:18].CC#N. The catalyst is O. The product is [C:10]([O:9][C:8]([NH:7][C:4]1([CH2:3][C:2]([OH:18])=[O:1])[CH2:5][CH2:6]1)=[O:14])([CH3:11])([CH3:13])[CH3:12]. The yield is 0.900. (4) The reactants are [O:1]=[C:2]1[CH2:7][CH2:6][CH:5]([CH2:8][C:9]([O:11][CH2:12][C:13]2[CH:18]=[CH:17][CH:16]=[CH:15][CH:14]=2)=[O:10])[CH2:4][CH2:3]1.[BH4-].[Na+].C(O)(=O)C. The catalyst is CO.C(OCC)(=O)C.O. The product is [CH2:12]([O:11][C:9]([CH2:8][C@H:5]1[CH2:4][CH2:3][C@H:2]([OH:1])[CH2:7][CH2:6]1)=[O:10])[C:13]1[CH:18]=[CH:17][CH:16]=[CH:15][CH:14]=1.[CH2:12]([O:11][C:9]([CH2:8][C@@H:5]1[CH2:4][CH2:3][C@H:2]([OH:1])[CH2:7][CH2:6]1)=[O:10])[C:13]1[CH:18]=[CH:17][CH:16]=[CH:15][CH:14]=1. The yield is 0.820. (5) The reactants are [NH2:1][C:2]1[CH:3]=[N:4][N:5]([CH2:22][CH:23]([F:25])[F:24])[C:6]=1[N:7]1[CH2:13][CH2:12][CH2:11][C@@H:10]([N:14]([CH3:21])[C:15](=[O:20])[C:16]([F:19])([F:18])[F:17])[CH2:9][CH2:8]1.CCN(C(C)C)C(C)C.C1CN([P+](ON2N=NC3C=CC=CC2=3)(N2CCCC2)N2CCCC2)CC1.F[P-](F)(F)(F)(F)F.[Br:68][C:69]1[S:70][C:71]([NH:77][C:78]([O:80][C:81]([CH3:84])([CH3:83])[CH3:82])=[O:79])=[C:72]([C:74](O)=[O:75])[N:73]=1. The catalyst is C(Cl)Cl.O. The product is [Br:68][C:69]1[S:70][C:71]([NH:77][C:78](=[O:79])[O:80][C:81]([CH3:83])([CH3:82])[CH3:84])=[C:72]([C:74](=[O:75])[NH:1][C:2]2[CH:3]=[N:4][N:5]([CH2:22][CH:23]([F:25])[F:24])[C:6]=2[N:7]2[CH2:13][CH2:12][CH2:11][C@@H:10]([N:14]([CH3:21])[C:15](=[O:20])[C:16]([F:18])([F:17])[F:19])[CH2:9][CH2:8]2)[N:73]=1. The yield is 0.900. (6) The reactants are CO[C:3]([C:5]1[N:6]=[CH:7][C:8]2[C:13]([C:14]=1[OH:15])=[CH:12][CH:11]=[C:10]([O:16][C:17]1[CH:22]=[CH:21][CH:20]=[CH:19][CH:18]=1)[CH:9]=2)=[O:4].[NH2:23][CH2:24][CH2:25][CH2:26][C:27]([OH:29])=[O:28].CO.Cl. The catalyst is C[O-].[Na+].O. The product is [OH:15][C:14]1[C:13]2[C:8](=[CH:9][C:10]([O:16][C:17]3[CH:18]=[CH:19][CH:20]=[CH:21][CH:22]=3)=[CH:11][CH:12]=2)[CH:7]=[N:6][C:5]=1[C:3]([NH:23][CH2:24][CH2:25][CH2:26][C:27]([OH:29])=[O:28])=[O:4]. The yield is 0.940. (7) The reactants are C[O:2][C:3](=O)[CH:4]=[C:5]([C:25](=[O:44])[NH:26][C:27]1[CH:32]=[C:31]([C:33]([CH3:36])([CH3:35])[CH3:34])[CH:30]=[C:29]([NH:37][S:38]([CH3:41])(=[O:40])=[O:39])[C:28]=1[O:42][CH3:43])[C:6]1[C:15]2[C:10](=[CH:11][CH:12]=[CH:13][CH:14]=2)[C:9]([O:16][CH2:17][CH2:18][N:19]2[CH2:24][CH2:23][O:22][CH2:21][CH2:20]2)=[CH:8][CH:7]=1.CCN(C(C)C)C(C)C. The catalyst is C1COCC1. The product is [C:33]([C:31]1[CH:32]=[C:27]([N:26]2[C:3](=[O:2])[CH:4]=[C:5]([C:6]3[C:15]4[C:10](=[CH:11][CH:12]=[CH:13][CH:14]=4)[C:9]([O:16][CH2:17][CH2:18][N:19]4[CH2:24][CH2:23][O:22][CH2:21][CH2:20]4)=[CH:8][CH:7]=3)[C:25]2=[O:44])[C:28]([O:42][CH3:43])=[C:29]([NH:37][S:38]([CH3:41])(=[O:40])=[O:39])[CH:30]=1)([CH3:34])([CH3:35])[CH3:36]. The yield is 0.390.